Dataset: NCI-60 drug combinations with 297,098 pairs across 59 cell lines. Task: Regression. Given two drug SMILES strings and cell line genomic features, predict the synergy score measuring deviation from expected non-interaction effect. (1) Drug 1: CC1C(C(CC(O1)OC2CC(OC(C2O)C)OC3=CC4=CC5=C(C(=O)C(C(C5)C(C(=O)C(C(C)O)O)OC)OC6CC(C(C(O6)C)O)OC7CC(C(C(O7)C)O)OC8CC(C(C(O8)C)O)(C)O)C(=C4C(=C3C)O)O)O)O. Drug 2: CC(C)NC(=O)C1=CC=C(C=C1)CNNC.Cl. Cell line: SF-268. Synergy scores: CSS=28.6, Synergy_ZIP=2.84, Synergy_Bliss=4.69, Synergy_Loewe=-34.7, Synergy_HSA=0.644. (2) Drug 1: C1C(C(OC1N2C=NC(=NC2=O)N)CO)O. Drug 2: CC12CCC3C(C1CCC2OP(=O)(O)O)CCC4=C3C=CC(=C4)OC(=O)N(CCCl)CCCl.[Na+]. Cell line: HCT116. Synergy scores: CSS=23.3, Synergy_ZIP=-6.58, Synergy_Bliss=-4.21, Synergy_Loewe=-3.87, Synergy_HSA=-1.86. (3) Drug 1: CN(C)C1=NC(=NC(=N1)N(C)C)N(C)C. Drug 2: C1=CC=C(C(=C1)C(C2=CC=C(C=C2)Cl)C(Cl)Cl)Cl. Cell line: SF-295. Synergy scores: CSS=0.186, Synergy_ZIP=-0.126, Synergy_Bliss=0.918, Synergy_Loewe=-0.185, Synergy_HSA=-0.0426. (4) Synergy scores: CSS=-1.32, Synergy_ZIP=1.28, Synergy_Bliss=2.42, Synergy_Loewe=0.317, Synergy_HSA=0.144. Cell line: A498. Drug 1: C1=NC2=C(N=C(N=C2N1C3C(C(C(O3)CO)O)O)F)N. Drug 2: C1C(C(OC1N2C=NC3=C2NC=NCC3O)CO)O. (5) Drug 1: C1CCC(CC1)NC(=O)N(CCCl)N=O. Drug 2: CCC1(C2=C(COC1=O)C(=O)N3CC4=CC5=C(C=CC(=C5CN(C)C)O)N=C4C3=C2)O.Cl. Cell line: COLO 205. Synergy scores: CSS=37.7, Synergy_ZIP=-8.43, Synergy_Bliss=-3.89, Synergy_Loewe=-8.19, Synergy_HSA=-2.03. (6) Drug 1: C1C(C(OC1N2C=NC3=C2NC=NCC3O)CO)O. Drug 2: CCC1(C2=C(COC1=O)C(=O)N3CC4=CC5=C(C=CC(=C5CN(C)C)O)N=C4C3=C2)O.Cl. Cell line: NCI-H226. Synergy scores: CSS=14.3, Synergy_ZIP=-5.10, Synergy_Bliss=-1.74, Synergy_Loewe=-23.7, Synergy_HSA=-0.886. (7) Drug 1: CC1CCC2CC(C(=CC=CC=CC(CC(C(=O)C(C(C(=CC(C(=O)CC(OC(=O)C3CCCCN3C(=O)C(=O)C1(O2)O)C(C)CC4CCC(C(C4)OC)OP(=O)(C)C)C)C)O)OC)C)C)C)OC. Drug 2: CN1C=C(C=N1)C2=C3N=C(C(=C(N3N=C2)N)Br)C4CCCNC4. Cell line: SW-620. Synergy scores: CSS=12.1, Synergy_ZIP=-4.97, Synergy_Bliss=-2.97, Synergy_Loewe=-14.8, Synergy_HSA=-2.70.